This data is from Forward reaction prediction with 1.9M reactions from USPTO patents (1976-2016). The task is: Predict the product of the given reaction. (1) Given the reactants [C:1]([C:4]1[C:5]([O:23][CH3:24])=[C:6]([C:12]2[CH:17]=[CH:16][C:15]([C:18](OC)=[O:19])=[C:14]([F:22])[CH:13]=2)[C:7]([CH3:11])=[C:8]([Cl:10])[CH:9]=1)(=[O:3])[CH3:2].[NH3:25].CO, predict the reaction product. The product is: [C:1]([C:4]1[C:5]([O:23][CH3:24])=[C:6]([C:12]2[CH:17]=[CH:16][C:15]([C:18]([NH2:25])=[O:19])=[C:14]([F:22])[CH:13]=2)[C:7]([CH3:11])=[C:8]([Cl:10])[CH:9]=1)(=[O:3])[CH3:2]. (2) Given the reactants [O:1]1[CH2:6][CH2:5][CH2:4][CH2:3][CH:2]1[CH2:7][N:8]1[CH2:17][CH2:16][C:15]2[C:10](=[CH:11][C:12]([N:18]3[CH2:23][CH2:22][N:21](C(OC(C)(C)C)=O)[CH2:20][CH2:19]3)=[CH:13][CH:14]=2)[C:9]1=[O:31].[F:32][C:33]([F:58])([F:57])[CH2:34][NH:35][C:36]([C:38]1([CH2:52][CH2:53][CH2:54][CH2:55]Br)[C:51]2[CH:50]=[CH:49][CH:48]=[CH:47][C:46]=2[O:45][C:44]2[C:39]1=[CH:40][CH:41]=[CH:42][CH:43]=2)=[O:37], predict the reaction product. The product is: [O:1]1[CH2:6][CH2:5][CH2:4][CH2:3][CH:2]1[CH2:7][N:8]1[CH2:17][CH2:16][C:15]2[C:10](=[CH:11][C:12]([N:18]3[CH2:19][CH2:20][N:21]([CH2:55][CH2:54][CH2:53][CH2:52][C:38]4([C:36](=[O:37])[NH:35][CH2:34][C:33]([F:58])([F:57])[F:32])[C:51]5[CH:50]=[CH:49][CH:48]=[CH:47][C:46]=5[O:45][C:44]5[C:39]4=[CH:40][CH:41]=[CH:42][CH:43]=5)[CH2:22][CH2:23]3)=[CH:13][CH:14]=2)[C:9]1=[O:31]. (3) Given the reactants [CH2:1]([CH2:3][NH2:4])[OH:2].C(O)(=O)C.[Br:9][C:10]1[CH:11]=[CH:12][C:13]([O:22][CH3:23])=[C:14]([C:16](=O)[CH2:17][CH2:18][CH2:19]Cl)[CH:15]=1.C([BH3-])#N.[Na+], predict the reaction product. The product is: [CH3:23][O:22][C:13]1[CH:12]=[CH:11][C:10]([Br:9])=[CH:15][C:14]=1[CH:16]1[CH2:17][CH2:18][CH2:19][N:4]1[CH2:3][CH2:1][OH:2].